This data is from Full USPTO retrosynthesis dataset with 1.9M reactions from patents (1976-2016). The task is: Predict the reactants needed to synthesize the given product. (1) Given the product [N:33]1[CH:32]=[CH:31][CH:30]=[C:29]([NH:34][C:15]([C:10]2[CH:11]=[CH:12][C:13]3[CH:14]=[C:6]4[C:5](=[O:18])[NH:4][CH2:3][CH:2]([CH3:1])[N:7]4[C:8]=3[CH:9]=2)=[O:17])[CH:28]=1, predict the reactants needed to synthesize it. The reactants are: [CH3:1][CH:2]1[N:7]2[C:8]3[CH:9]=[C:10]([C:15]([OH:17])=O)[CH:11]=[CH:12][C:13]=3[CH:14]=[C:6]2[C:5](=[O:18])[NH:4][CH2:3]1.CN(C(ON1N=[N:34][C:29]2[CH:30]=[CH:31][CH:32]=[N:33][C:28]1=2)=[N+](C)C)C.F[P-](F)(F)(F)(F)F.C1C=NC2N(O)N=NC=2C=1.C(N(C(C)C)CC)(C)C.NC1C=NC=CC=1. (2) Given the product [F:1][C:2]1[C:3]([C:22]2[C:23]([C:29]([O:31][CH3:32])=[O:30])=[N:24][CH:25]=[C:26]([CH3:28])[CH:27]=2)=[N:4][CH:5]=[CH:6][CH:7]=1, predict the reactants needed to synthesize it. The reactants are: [F:1][C:2]1[C:3]([Sn](CCCC)(CCCC)CCCC)=[N:4][CH:5]=[CH:6][CH:7]=1.Br[C:22]1[C:23]([C:29]([O:31][CH3:32])=[O:30])=[N:24][CH:25]=[C:26]([CH3:28])[CH:27]=1.[Cl-].[Li+]. (3) Given the product [C:1]([O:5][C:6]([N:8]1[CH2:9][CH2:10][CH:11]([O:14][C:15]2[CH:24]=[C:23]([N:25]3[CH2:30][CH2:29][O:28][CH2:27][CH2:26]3)[CH:22]=[CH:21][C:16]=2[C:17]([OH:19])=[O:18])[CH2:12][CH2:13]1)=[O:7])([CH3:4])([CH3:2])[CH3:3], predict the reactants needed to synthesize it. The reactants are: [C:1]([O:5][C:6]([N:8]1[CH2:13][CH2:12][CH:11]([O:14][C:15]2[CH:24]=[C:23]([N:25]3[CH2:30][CH2:29][O:28][CH2:27][CH2:26]3)[CH:22]=[CH:21][C:16]=2[C:17]([O:19]C)=[O:18])[CH2:10][CH2:9]1)=[O:7])([CH3:4])([CH3:3])[CH3:2].O.[OH-].[Li+].O.CO.